This data is from Forward reaction prediction with 1.9M reactions from USPTO patents (1976-2016). The task is: Predict the product of the given reaction. (1) Given the reactants [H-].[Na+].[SH:3][CH2:4][C:5]([O:7]C)=O.[NH2:9][C:10]1[CH:15]=[C:14]([Cl:16])[N:13]=[N:12][C:11]=1Cl, predict the reaction product. The product is: [Cl:16][C:14]1[N:13]=[N:12][C:11]2[S:3][CH2:4][C:5](=[O:7])[NH:9][C:10]=2[CH:15]=1. (2) Given the reactants [O:1]1[CH2:6][CH2:5][N:4]([CH2:7][CH2:8][CH2:9][N:10]([CH2:26][C:27]2[CH:36]=[CH:35][C:30]([C:31]([O:33]C)=[O:32])=[CH:29][CH:28]=2)[C:11]([NH:13][C@H:14]([C:16]2[C:25]3[C:20](=[CH:21][CH:22]=[CH:23][CH:24]=3)[CH:19]=[CH:18][CH:17]=2)[CH3:15])=[O:12])[CH2:3][CH2:2]1.[OH-].[Li+].O, predict the reaction product. The product is: [O:1]1[CH2:6][CH2:5][N:4]([CH2:7][CH2:8][CH2:9][N:10]([CH2:26][C:27]2[CH:28]=[CH:29][C:30]([C:31]([OH:33])=[O:32])=[CH:35][CH:36]=2)[C:11]([NH:13][C@H:14]([C:16]2[C:25]3[C:20](=[CH:21][CH:22]=[CH:23][CH:24]=3)[CH:19]=[CH:18][CH:17]=2)[CH3:15])=[O:12])[CH2:3][CH2:2]1. (3) Given the reactants [H-].[Na+].[F:3][C:4]1[CH:5]=[C:6]([CH:13]=[CH:14][C:15]=1[N:16]([CH3:27])[C:17]1[N:22]=[CH:21][C:20]2[N:23]=[CH:24][N:25]([CH3:26])[C:19]=2[CH:18]=1)[CH2:7][NH:8][S:9]([CH3:12])(=[O:11])=[O:10].[CH3:28]I, predict the reaction product. The product is: [F:3][C:4]1[CH:5]=[C:6]([CH:13]=[CH:14][C:15]=1[N:16]([CH3:27])[C:17]1[N:22]=[CH:21][C:20]2[N:23]=[CH:24][N:25]([CH3:26])[C:19]=2[CH:18]=1)[CH2:7][N:8]([CH3:28])[S:9]([CH3:12])(=[O:10])=[O:11]. (4) Given the reactants [CH2:1]([O:3][C:4]([C:6]1[C:7](Br)=[C:8]2[N:13]([CH:14]=1)[CH:12]=[C:11]([CH2:15][OH:16])[CH:10]=[CH:9]2)=[O:5])[CH3:2].[C:18](B1OC(C)(C)C(C)(C)O1)([CH3:20])=[CH2:19].C(=O)(O)[O-].[Na+], predict the reaction product. The product is: [CH2:1]([O:3][C:4]([C:6]1[C:7]([C:18]([CH3:20])=[CH2:19])=[C:8]2[N:13]([CH:14]=1)[CH:12]=[C:11]([CH2:15][OH:16])[CH:10]=[CH:9]2)=[O:5])[CH3:2].